Predict the reactants needed to synthesize the given product. From a dataset of Retrosynthesis with 50K atom-mapped reactions and 10 reaction types from USPTO. (1) Given the product N#Cc1cncc(-c2cc(C(=O)Nc3ccc(C(F)(F)C(F)(F)F)cc3)cnc2N2CC[C@@H](O)C2)c1, predict the reactants needed to synthesize it. The reactants are: CC1(C)OB(c2cncc(C#N)c2)OC1(C)C.O=C(Nc1ccc(C(F)(F)C(F)(F)F)cc1)c1cnc(N2CC[C@@H](O)C2)c(Br)c1. (2) Given the product CC1CCN(C(=O)Oc2noc3cc(Cl)ccc23)CC1, predict the reactants needed to synthesize it. The reactants are: CC1CCN(C(=O)Cl)CC1.Oc1noc2cc(Cl)ccc12. (3) Given the product CCOC(=O)CC(=O)COCCn1c(C)ccc1C, predict the reactants needed to synthesize it. The reactants are: CCOC(=O)CC(=O)CCl.Cc1ccc(C)n1CCO. (4) Given the product N[C@@H](Cc1ccc2ccccc2c1)C(=O)Nc1ccc(I)cc1F, predict the reactants needed to synthesize it. The reactants are: O=C(N[C@@H](Cc1ccc2ccccc2c1)C(=O)Nc1ccc(I)cc1F)OCC1c2ccccc2-c2ccccc21. (5) Given the product CCc1cncc(CSc2nc(C)cc(O)n2)c1, predict the reactants needed to synthesize it. The reactants are: CCc1cncc(CBr)c1.Cc1cc(O)nc(S)n1. (6) The reactants are: O=C(c1ccc(I)cc1)N1CCN(c2ncc(C3CC3)cc2C2CC2)CC1.O=C1N[C@H](COC(=O)c2ccccc2)CO1. Given the product O=C(OC[C@@H]1COC(=O)N1c1ccc(C(=O)N2CCN(c3ncc(C4CC4)cc3C3CC3)CC2)cc1)c1ccccc1, predict the reactants needed to synthesize it. (7) Given the product CCNC(=O)c1ccc(C)c(-c2ccc3c(C4CCNCC4)n[nH]c3c2)c1, predict the reactants needed to synthesize it. The reactants are: CCNC(=O)c1ccc(C)c(-c2ccc3c(C4=CCNCC4)n[nH]c3c2)c1.